Dataset: Reaction yield outcomes from USPTO patents with 853,638 reactions. Task: Predict the reaction yield, written as a fraction of the theoretical maximum amount of product (1.0 means a 100% yield; for example, 0.34 means a 34% yield). The product is [C:1]1(/[CH:7]=[CH:8]/[S:9]([NH:12][C:13]2[CH:14]=[C:15]([CH:19]=[CH:20][C:21]([Cl:24])=[O:23])[CH:16]=[CH:17][CH:18]=2)(=[O:11])=[O:10])[CH:6]=[CH:5][CH:4]=[CH:3][CH:2]=1. The reactants are [C:1]1(/[CH:7]=[CH:8]/[S:9]([NH:12][C:13]2[CH:14]=[C:15]([CH:19]=[CH:20][C:21]([OH:23])=O)[CH:16]=[CH:17][CH:18]=2)(=[O:11])=[O:10])[CH:6]=[CH:5][CH:4]=[CH:3][CH:2]=1.[Cl:24]CCl. The catalyst is CN(C)C=O. The yield is 0.980.